Dataset: NCI-60 drug combinations with 297,098 pairs across 59 cell lines. Task: Regression. Given two drug SMILES strings and cell line genomic features, predict the synergy score measuring deviation from expected non-interaction effect. (1) Drug 1: C1CN1C2=NC(=NC(=N2)N3CC3)N4CC4. Drug 2: C(=O)(N)NO. Cell line: T-47D. Synergy scores: CSS=7.44, Synergy_ZIP=2.89, Synergy_Bliss=10.3, Synergy_Loewe=-10.7, Synergy_HSA=1.59. (2) Drug 1: C1CNP(=O)(OC1)N(CCCl)CCCl. Drug 2: C1C(C(OC1N2C=NC(=NC2=O)N)CO)O. Cell line: M14. Synergy scores: CSS=5.63, Synergy_ZIP=-1.81, Synergy_Bliss=-3.13, Synergy_Loewe=-4.85, Synergy_HSA=-4.83.